From a dataset of Full USPTO retrosynthesis dataset with 1.9M reactions from patents (1976-2016). Predict the reactants needed to synthesize the given product. Given the product [C:1]([C:3]1[CH:4]=[C:5]([C:13]2[S:14][C:15]([C:18]3[C:19]([CH2:34][CH3:35])=[C:20]([CH2:24][CH2:25][N:26]([CH3:29])[CH2:27][C:38]([OH:41])=[O:36])[CH:21]=[CH:22][CH:23]=3)=[CH:16][N:17]=2)[CH:6]=[CH:7][C:8]=1[O:9][CH:10]([CH3:12])[CH3:11])#[N:2], predict the reactants needed to synthesize it. The reactants are: [C:1]([C:3]1[CH:4]=[C:5]([C:13]2[S:14][C:15]([C:18]3[C:19]([CH2:34][CH3:35])=[C:20]([CH2:24][CH2:25][N:26]4[CH2:29]C(C(OC)=O)[CH2:27]4)[CH:21]=[CH:22][CH:23]=3)=[CH:16][N:17]=2)[CH:6]=[CH:7][C:8]=1[O:9][CH:10]([CH3:12])[CH3:11])#[N:2].[OH-:36].[Na+].[CH:38]([OH:41])(C)C.